Dataset: Reaction yield outcomes from USPTO patents with 853,638 reactions. Task: Predict the reaction yield, written as a fraction of the theoretical maximum amount of product (1.0 means a 100% yield; for example, 0.34 means a 34% yield). (1) The reactants are [Cl:1][C:2]1[CH:7]=[CH:6][C:5]([CH2:8][CH2:9][NH2:10])=[CH:4][CH:3]=1.CCN(C(C)C)C(C)C.[Cl:20][C:21]1[CH:29]=[CH:28][C:24]([C:25](Cl)=[O:26])=[CH:23][C:22]=1[N+:30]([O-:32])=[O:31]. The catalyst is C(Cl)Cl. The product is [Cl:1][C:2]1[CH:7]=[CH:6][C:5]([CH2:8][CH2:9][NH:10][C:25](=[O:26])[C:24]2[CH:28]=[CH:29][C:21]([Cl:20])=[C:22]([N+:30]([O-:32])=[O:31])[CH:23]=2)=[CH:4][CH:3]=1. The yield is 0.860. (2) The reactants are Cl[C:2]1[CH:11]=[CH:10][C:9]2[C:4](=[CH:5][CH:6]=[CH:7][N:8]=2)[N:3]=1.[CH3:12]OC1C=CC=C(OC)C=1C1C=CC=CC=1P(C1CCCCC1)C1CCCCC1.[O-]P([O-])([O-])=O.[K+].[K+].[K+].[CH3:49][CH2:50][O:51][C:52]([CH3:54])=[O:53]. The catalyst is C1COCC1.O. The product is [N:3]1[C:4]2[C:9](=[N:8][CH:7]=[CH:6][CH:5]=2)[CH:10]=[CH:11][C:2]=1[CH:12]=[CH:54][C:52]([O:51][CH2:50][CH3:49])=[O:53]. The yield is 0.900.